Dataset: Full USPTO retrosynthesis dataset with 1.9M reactions from patents (1976-2016). Task: Predict the reactants needed to synthesize the given product. (1) Given the product [Cl:49][C:6]1[CH:5]=[N:4][CH:3]=[C:2]([Cl:1])[C:7]=1[CH:8]([OH:41])[CH2:9][N:10]([CH2:33][C:34]1[CH:39]=[CH:38][C:37]([F:40])=[CH:36][CH:35]=1)[C:11]([C:13]1[CH:14]=[N:15][N:16]([C@H:22]2[CH2:23][CH2:24][C@H:25]([C:28]([O:30][CH2:31][CH3:32])=[O:29])[CH2:26][CH2:27]2)[C:17]=1[C:18]([F:21])([F:20])[F:19])=[O:12], predict the reactants needed to synthesize it. The reactants are: [Cl:1][C:2]1[CH:3]=[N:4][CH:5]=[C:6]([Cl:49])[C:7]=1[CH:8]([O:41][Si](CC)(CC)CC)[CH2:9][N:10]([CH2:33][C:34]1[CH:39]=[CH:38][C:37]([F:40])=[CH:36][CH:35]=1)[C:11]([C:13]1[CH:14]=[N:15][N:16]([C@H:22]2[CH2:27][CH2:26][C@H:25]([C:28]([O:30][CH2:31][CH3:32])=[O:29])[CH2:24][CH2:23]2)[C:17]=1[C:18]([F:21])([F:20])[F:19])=[O:12].CCCC[N+](CCCC)(CCCC)CCCC.[F-]. (2) Given the product [C:10]([O:13][C:14](=[O:15])[NH:1][C:2]1[CH:7]=[N:6][C:5]([CH3:8])=[CH:4][CH:3]=1)([CH3:12])([CH3:11])[CH3:9], predict the reactants needed to synthesize it. The reactants are: [NH2:1][C:2]1[CH:3]=[CH:4][C:5]([CH3:8])=[N:6][CH:7]=1.[CH3:9][C:10]([O:13][C:14](O[C:14]([O:13][C:10]([CH3:12])([CH3:11])[CH3:9])=[O:15])=[O:15])([CH3:12])[CH3:11]. (3) Given the product [O:3]1[CH2:8][CH2:7][CH:6]([O:9][C:11]2[N:16]=[C:15]([NH2:17])[CH:14]=[CH:13][N:12]=2)[CH2:5][CH2:4]1, predict the reactants needed to synthesize it. The reactants are: [H-].[Na+].[O:3]1[CH2:8][CH2:7][CH:6]([OH:9])[CH2:5][CH2:4]1.Cl[C:11]1[N:16]=[C:15]([NH2:17])[CH:14]=[CH:13][N:12]=1.[NH4+].[Cl-]. (4) Given the product [Cl:1][C:2]1[CH:3]=[C:4]2[C:8](=[CH:9][CH:10]=1)[N:7]([CH3:24])[C:6]([CH3:11])=[C:5]2[S:12][C:13]1[CH:14]=[C:15]([CH2:19][C:20]([OH:22])=[O:21])[CH:16]=[CH:17][CH:18]=1, predict the reactants needed to synthesize it. The reactants are: [Cl:1][C:2]1[CH:3]=[C:4]2[C:8](=[CH:9][CH:10]=1)[NH:7][C:6]([CH3:11])=[C:5]2[S:12][C:13]1[CH:14]=[C:15]([CH2:19][C:20]([OH:22])=[O:21])[CH:16]=[CH:17][CH:18]=1.I[CH3:24]. (5) Given the product [OH:17][C:8]1[C:7]([C:4]2[N:5]=[N:6][N:2]([CH3:1])[N:3]=2)=[C:12]([O:13][CH3:14])[CH:11]=[C:10]([O:15][CH3:16])[C:9]=1[C:19](=[O:21])[CH3:20], predict the reactants needed to synthesize it. The reactants are: [CH3:1][N:2]1[N:6]=[N:5][C:4]([C:7]2[C:12]([O:13][CH3:14])=[CH:11][C:10]([O:15][CH3:16])=[CH:9][C:8]=2[O:17]C)=[N:3]1.[C:19](OC(=O)C)(=[O:21])[CH3:20].B(F)(F)F.CCOCC.C([O-])([O-])=O.[Na+].[Na+]. (6) Given the product [NH2:15][C:2]1[N:7]=[C:6]([NH:8][CH2:9][CH2:10][OH:11])[C:5]([N+:12]([O-:14])=[O:13])=[CH:4][N:3]=1, predict the reactants needed to synthesize it. The reactants are: Cl[C:2]1[N:7]=[C:6]([NH:8][CH2:9][CH2:10][OH:11])[C:5]([N+:12]([O-:14])=[O:13])=[CH:4][N:3]=1.[NH3:15].